From a dataset of Forward reaction prediction with 1.9M reactions from USPTO patents (1976-2016). Predict the product of the given reaction. (1) Given the reactants [CH:1]([C:5]1[CH:6]=[C:7](/[CH:19]=[CH:20]/[C:21](=[O:29])[C:22]2[CH:27]=[CH:26][C:25]([CH3:28])=[CH:24][CH:23]=2)[CH:8]=[C:9]2[C:14]=1[O:13][C:12](=[O:15])[C:11]([C:16](O)=[O:17])=[CH:10]2)([CH2:3][CH3:4])[CH3:2].S(Cl)(Cl)=O.[CH2:34]([NH2:36])[CH3:35], predict the reaction product. The product is: [CH:1]([C:5]1[CH:6]=[C:7](/[CH:19]=[CH:20]/[C:21](=[O:29])[C:22]2[CH:27]=[CH:26][C:25]([CH3:28])=[CH:24][CH:23]=2)[CH:8]=[C:9]2[C:14]=1[O:13][C:12](=[O:15])[C:11]([C:16]([NH:36][CH2:34][CH3:35])=[O:17])=[CH:10]2)([CH2:3][CH3:4])[CH3:2]. (2) Given the reactants [NH:1]1[CH2:6][CH2:5][O:4][CH2:3][CH2:2]1.CN(C)C=O.F[C:13]1[CH:18]=[CH:17][C:16]([C:19]([F:22])([F:21])[F:20])=[CH:15][C:14]=1[N+:23]([O-:25])=[O:24], predict the reaction product. The product is: [N+:23]([C:14]1[CH:15]=[C:16]([C:19]([F:20])([F:21])[F:22])[CH:17]=[CH:18][C:13]=1[N:1]1[CH2:6][CH2:5][O:4][CH2:3][CH2:2]1)([O-:25])=[O:24]. (3) Given the reactants [Cl:1][C:2]1[CH:7]=[CH:6][C:5]([CH:8]([C:21]2[CH:26]=[CH:25][C:24]([F:27])=[CH:23][C:22]=2[CH3:28])[C:9]2[C:17]3[C:12](=[C:13]([CH2:18][S:19][CH3:20])[CH:14]=[CH:15][CH:16]=3)[NH:11][CH:10]=2)=[C:4]([F:29])[CH:3]=1.ClC1C=CC(C(C2C=CC(Cl)=CC=2)C2C3C(=C(CS(C)=[O:49])C=CC=3)NC=2)=CC=1, predict the reaction product. The product is: [Cl:1][C:2]1[CH:7]=[CH:6][C:5]([CH:8]([C:21]2[CH:26]=[CH:25][C:24]([F:27])=[CH:23][C:22]=2[CH3:28])[C:9]2[C:17]3[C:12](=[C:13]([CH2:18][S:19]([CH3:20])=[O:49])[CH:14]=[CH:15][CH:16]=3)[NH:11][CH:10]=2)=[C:4]([F:29])[CH:3]=1.